Dataset: Full USPTO retrosynthesis dataset with 1.9M reactions from patents (1976-2016). Task: Predict the reactants needed to synthesize the given product. (1) Given the product [Cl-:34].[CH:1]1([C:6]([C:8]2[CH:13]=[C:12]([CH3:14])[CH:11]=[CH:10][C:9]=2[NH:15][C:16](=[O:33])[NH:17][C:18]2[S:19][CH:20]=[C:21]([CH2:23][C:24]([N:26]3[CH2:31][CH2:30][NH+:29]([CH3:32])[CH2:28][CH2:27]3)=[O:25])[N:22]=2)=[O:7])[CH2:5][CH2:4][CH2:3][CH2:2]1, predict the reactants needed to synthesize it. The reactants are: [CH:1]1([C:6]([C:8]2[CH:13]=[C:12]([CH3:14])[CH:11]=[CH:10][C:9]=2[NH:15][C:16](=[O:33])[NH:17][C:18]2[S:19][CH:20]=[C:21]([CH2:23][C:24]([N:26]3[CH2:31][CH2:30][N:29]([CH3:32])[CH2:28][CH2:27]3)=[O:25])[N:22]=2)=[O:7])[CH2:5][CH2:4][CH2:3][CH2:2]1.[ClH:34]. (2) Given the product [F:1][C:2]1[CH:9]=[CH:8][C:7]([Cl:10])=[CH:6][C:3]=1[CH:4]([OH:5])[C:11]#[N:12], predict the reactants needed to synthesize it. The reactants are: [F:1][C:2]1[CH:9]=[CH:8][C:7]([Cl:10])=[CH:6][C:3]=1[CH:4]=[O:5].[C-:11]#[N:12].[K+].OS([O-])=O.[Na+]. (3) The reactants are: COC1C=C[C:6]([C@@H:9]([N:11]([CH2:22][C:23]2[N:24]=[C:25]3[CH:30]=[CH:29][CH:28]=[C:27]([N:31]4[CH2:36][CH2:35][N:34]([CH3:37])[CH2:33][CH2:32]4)[N:26]3[C:38]=2[CH2:39][OH:40])[C@@H:12]2[C:21]3[N:20]=[CH:19][CH:18]=[CH:17][C:16]=3[CH2:15][CH2:14][CH2:13]2)C)=[CH:5][CH:4]=1.C1(C=O)CC1. Given the product [CH:6]1([CH2:9][N:11]([CH2:22][C:23]2[N:24]=[C:25]3[CH:30]=[CH:29][CH:28]=[C:27]([N:31]4[CH2:32][CH2:33][N:34]([CH3:37])[CH2:35][CH2:36]4)[N:26]3[C:38]=2[CH2:39][OH:40])[C@@H:12]2[C:21]3[N:20]=[CH:19][CH:18]=[CH:17][C:16]=3[CH2:15][CH2:14][CH2:13]2)[CH2:5][CH2:4]1, predict the reactants needed to synthesize it.